This data is from Full USPTO retrosynthesis dataset with 1.9M reactions from patents (1976-2016). The task is: Predict the reactants needed to synthesize the given product. The reactants are: [CH2:1]([N:8]1[CH2:13][CH2:12][CH:11]([NH:14][CH2:15][C:16]2[CH:21]=[CH:20][CH:19]=[C:18]([F:22])[C:17]=2[NH:23][C:24](=[O:30])OC(C)(C)C)[CH2:10][CH2:9]1)[C:2]1[CH:7]=[CH:6][CH:5]=[CH:4][CH:3]=1. Given the product [CH2:1]([N:8]1[CH2:9][CH2:10][CH:11]([N:14]2[CH2:15][C:16]3[C:17](=[C:18]([F:22])[CH:19]=[CH:20][CH:21]=3)[NH:23][C:24]2=[O:30])[CH2:12][CH2:13]1)[C:2]1[CH:3]=[CH:4][CH:5]=[CH:6][CH:7]=1, predict the reactants needed to synthesize it.